This data is from Full USPTO retrosynthesis dataset with 1.9M reactions from patents (1976-2016). The task is: Predict the reactants needed to synthesize the given product. (1) Given the product [CH2:1]([O:8][C:9]1[CH:10]=[C:11]([CH2:12][OH:13])[CH:14]=[CH:15][CH:16]=1)[C:2]1[CH:3]=[CH:4][CH:5]=[CH:6][CH:7]=1, predict the reactants needed to synthesize it. The reactants are: [CH2:1]([O:8][C:9]1[CH:10]=[C:11]([CH:14]=[CH:15][CH:16]=1)[CH:12]=[O:13])[C:2]1[CH:7]=[CH:6][CH:5]=[CH:4][CH:3]=1.[Cl-].[Ca+2].[Cl-].[BH4-].[Na+]. (2) Given the product [F:10][C:11]1[CH:12]=[C:13]([CH:16]=[CH:17][C:18]=1[O:1][C:2]1[CH:9]=[CH:8][C:5]([CH:6]=[O:7])=[CH:4][CH:3]=1)[C:14]#[N:15], predict the reactants needed to synthesize it. The reactants are: [OH:1][C:2]1[CH:9]=[CH:8][C:5]([CH:6]=[O:7])=[CH:4][CH:3]=1.[F:10][C:11]1[CH:12]=[C:13]([CH:16]=[CH:17][C:18]=1F)[C:14]#[N:15].C(=O)([O-])[O-].[K+].[K+]. (3) Given the product [CH3:15][O:16][C:17]1[CH:22]=[CH:21][C:20]([CH2:23][C:24]2[NH:5][N:6]=[C:7]([NH2:9])[N:8]=2)=[CH:19][CH:18]=1, predict the reactants needed to synthesize it. The reactants are: [N+]([O-])(O)=O.[NH2:5][NH:6][C:7]([NH2:9])=[NH:8].CO.C[O-].[Na+].[CH3:15][O:16][C:17]1[CH:22]=[CH:21][C:20]([CH2:23][C:24](OC)=O)=[CH:19][CH:18]=1. (4) Given the product [CH2:31]([NH:38][CH2:39][CH2:40][NH:41][C:57]([C:56]1[S:55][C:54]2[CH:60]=[CH:61][CH:62]=[CH:63][C:53]=2[C:52]=1[NH:51][C:50]1[CH:49]=[CH:48][N:47]=[C:46]2[NH:42][CH:43]=[CH:44][C:45]=12)=[O:58])[C:32]1[CH:37]=[CH:36][CH:35]=[CH:34][CH:33]=1, predict the reactants needed to synthesize it. The reactants are: C(OC(N1CCC(NC(C2SC=CC=2NC2C=CN=C3NC=CC=23)=O)C1)=O)(C)(C)C.[CH2:31]([NH:38][CH2:39][CH2:40][NH2:41])[C:32]1[CH:37]=[CH:36][CH:35]=[CH:34][CH:33]=1.[NH:42]1[C:46]2=[N:47][CH:48]=[CH:49][C:50]([NH:51][C:52]3[C:53]4[CH:63]=[CH:62][CH:61]=[CH:60][C:54]=4[S:55][C:56]=3[C:57](O)=[O:58])=[C:45]2[CH:44]=[CH:43]1. (5) Given the product [CH3:20][NH:21][CH2:16][C:15]1[CH:18]=[CH:19][C:12]([O:11][C:9]2[CH:8]=[CH:7][C:6]3[B:2]([OH:1])[O:3][CH2:4][C:5]=3[CH:10]=2)=[CH:13][CH:14]=1, predict the reactants needed to synthesize it. The reactants are: [OH:1][B:2]1[C:6]2[CH:7]=[CH:8][C:9]([O:11][C:12]3[CH:19]=[CH:18][C:15]([CH:16]=O)=[CH:14][CH:13]=3)=[CH:10][C:5]=2[CH2:4][O:3]1.[CH3:20][NH:21]C.[BH4-].[Na+].Cl. (6) Given the product [ClH:1].[CH3:2][O:3][C:4]1[CH:5]=[C:6]([CH3:44])[C:7]([S:11]([N:14]2[C:23]3[C:18](=[CH:19][CH:20]=[C:21]([CH2:24][C:25]([N:27]4[CH2:28][CH2:29][C:30]5([CH2:34][NH:33][CH2:32][CH2:31]5)[CH2:42][CH2:43]4)=[O:26])[CH:22]=3)[CH2:17][CH2:16][CH2:15]2)(=[O:12])=[O:13])=[C:8]([CH3:10])[CH:9]=1, predict the reactants needed to synthesize it. The reactants are: [ClH:1].[CH3:2][O:3][C:4]1[CH:9]=[C:8]([CH3:10])[C:7]([S:11]([N:14]2[C:23]3[C:18](=[CH:19][CH:20]=[C:21]([CH2:24][C:25]([N:27]4[CH2:43][CH2:42][C:30]5([CH2:34][N:33](C(OC(C)(C)C)=O)[CH2:32][CH2:31]5)[CH2:29][CH2:28]4)=[O:26])[CH:22]=3)[CH2:17][CH2:16][CH2:15]2)(=[O:13])=[O:12])=[C:6]([CH3:44])[CH:5]=1. (7) Given the product [Cl:1][C:2]1[CH:3]=[N:4][N:5]([CH3:17])[C:6]=1[C:7]1[CH:8]=[C:9]([C:14]([NH:18][C@@H:19]([CH2:32][C:33]2[CH:34]=[CH:35][C:36]([F:39])=[CH:37][CH:38]=2)[CH2:20][N:21]2[C:29](=[O:30])[C:28]3[C:23](=[CH:24][CH:25]=[CH:26][CH:27]=3)[C:22]2=[O:31])=[O:16])[S:10][C:11]=1[O:12][CH3:13], predict the reactants needed to synthesize it. The reactants are: [Cl:1][C:2]1[CH:3]=[N:4][N:5]([CH3:17])[C:6]=1[C:7]1[CH:8]=[C:9]([C:14]([OH:16])=O)[S:10][C:11]=1[O:12][CH3:13].[NH2:18][C@@H:19]([CH2:32][C:33]1[CH:38]=[CH:37][C:36]([F:39])=[CH:35][CH:34]=1)[CH2:20][N:21]1[C:29](=[O:30])[C:28]2[C:23](=[CH:24][CH:25]=[CH:26][CH:27]=2)[C:22]1=[O:31].CC(OC(N[C@H](C(O)=O)CC1C=CC=CC=1C(F)(F)F)=O)(C)C.C1CN([P+](Br)(N2CCCC2)N2CCCC2)CC1.F[P-](F)(F)(F)(F)F.CCN(C(C)C)C(C)C.